Dataset: Reaction yield outcomes from USPTO patents with 853,638 reactions. Task: Predict the reaction yield, written as a fraction of the theoretical maximum amount of product (1.0 means a 100% yield; for example, 0.34 means a 34% yield). (1) The reactants are [CH3:1][C:2]1([CH3:11])[CH2:7][C:6](=[O:8])[CH2:5][CH:4]([CH3:9])[C:3]1=[O:10].[C:12]1(C)C=C[CH:15]=[CH:14][CH:13]=1.C(OC)(OC)[O:20]C.O. The catalyst is CC(O)C(O)C.C1(C)C=CC(S(O)(=O)=O)=CC=1. The product is [CH3:12][CH:13]1[CH:14]([CH3:15])[O:20][C:6]2([CH2:7][C:2]([CH3:1])([CH3:11])[C:3](=[O:10])[C:4]([CH3:9])=[CH:5]2)[O:8]1. The yield is 0.880. (2) The reactants are [CH:1]1([CH:6]=O)[CH2:5][CH2:4][CH2:3][CH2:2]1.Cl.[CH3:9][C@H:10]1[CH2:14][CH2:13][CH2:12][N:11]1[C@H:15]1[CH2:19][CH2:18][N:17]([C:20]2[CH:25]=[CH:24][C:23]([CH2:26][C:27]([NH:29][CH:30]3[CH2:35][CH2:34][NH:33][CH2:32][CH2:31]3)=[O:28])=[CH:22][CH:21]=2)[CH2:16]1.C(O[BH-](OC(=O)C)OC(=O)C)(=O)C.[Na+].N#N. The catalyst is ClCCCl. The product is [CH:1]1([CH2:6][N:33]2[CH2:34][CH2:35][CH:30]([NH:29][C:27](=[O:28])[CH2:26][C:23]3[CH:22]=[CH:21][C:20]([N:17]4[CH2:18][CH2:19][C@H:15]([N:11]5[CH2:12][CH2:13][CH2:14][C@@H:10]5[CH3:9])[CH2:16]4)=[CH:25][CH:24]=3)[CH2:31][CH2:32]2)[CH2:2][CH2:3][CH2:4][CH2:5]1. The yield is 0.560. (3) The reactants are [C:1](=[O:20])([O:18][CH3:19])[O:2][C:3]1[CH:8]=[C:7]([N+:9]([O-])=O)[C:6]([F:12])=[CH:5][C:4]=1[CH:13]1[CH2:17][CH2:16][CH2:15][CH2:14]1.[BH4-].[Na+]. The catalyst is CO.Cl[Ni]Cl. The product is [C:1](=[O:20])([O:18][CH3:19])[O:2][C:3]1[CH:8]=[C:7]([NH2:9])[C:6]([F:12])=[CH:5][C:4]=1[CH:13]1[CH2:17][CH2:16][CH2:15][CH2:14]1. The yield is 0.680. (4) The reactants are [NH2:1][CH2:2][CH2:3][N:4]1[C:12]2[C:7](=[CH:8][CH:9]=[CH:10][CH:11]=2)[C:6]2([C:16]3=[CH:17][C:18]4[O:22][CH2:21][O:20][C:19]=4[CH:23]=[C:15]3[O:14][CH2:13]2)[C:5]1=[O:24].[F:25][C:26]1[CH:31]=[CH:30][C:29]([N:32]=[C:33]=[O:34])=[CH:28][CH:27]=1. The catalyst is ClCCl.C(N(CC)CC)C. The product is [F:25][C:26]1[CH:31]=[CH:30][C:29]([NH:32][C:33]([NH:1][CH2:2][CH2:3][N:4]2[C:12]3[C:7](=[CH:8][CH:9]=[CH:10][CH:11]=3)[C:6]3([C:16]4=[CH:17][C:18]5[O:22][CH2:21][O:20][C:19]=5[CH:23]=[C:15]4[O:14][CH2:13]3)[C:5]2=[O:24])=[O:34])=[CH:28][CH:27]=1. The yield is 0.820. (5) The reactants are [Cl:1][C:2]1[CH:3]=[CH:4][C:5]([C:9]2[NH:13][N:12]=[N:11][N:10]=2)=[C:6]([CH:8]=1)[NH2:7].[Cl:14][C:15]1[CH:23]=[CH:22][C:18]([C:19](Cl)=[O:20])=[CH:17][CH:16]=1. No catalyst specified. The product is [Cl:14][C:15]1[CH:23]=[CH:22][C:18]([C:19]([NH:7][C:6]2[CH:8]=[C:2]([Cl:1])[CH:3]=[CH:4][C:5]=2[C:9]2[NH:13][N:12]=[N:11][N:10]=2)=[O:20])=[CH:17][CH:16]=1. The yield is 0.370. (6) The reactants are [CH2:1]([O:8][C@H:9]1[C@H:13]([O:14][CH2:15][C:16]2[CH:21]=[CH:20][CH:19]=[CH:18][CH:17]=2)[C@@H:12]([CH2:22][C:23]([NH:25][CH3:26])=[O:24])[N:11](C(OC(C)(C)C)=O)[C@@H:10]1[CH2:34][O:35][CH2:36][C:37]1[CH:42]=[CH:41][CH:40]=[CH:39][CH:38]=1)[C:2]1[CH:7]=[CH:6][CH:5]=[CH:4][CH:3]=1.Cl. The catalyst is CO.CCOC(C)=O. The product is [CH2:15]([O:14][C@H:13]1[C@H:9]([O:8][CH2:1][C:2]2[CH:7]=[CH:6][CH:5]=[CH:4][CH:3]=2)[C@@H:10]([CH2:34][O:35][CH2:36][C:37]2[CH:42]=[CH:41][CH:40]=[CH:39][CH:38]=2)[NH:11][C@@H:12]1[CH2:22][C:23]([NH:25][CH3:26])=[O:24])[C:16]1[CH:21]=[CH:20][CH:19]=[CH:18][CH:17]=1. The yield is 0.960. (7) The reactants are Br[C:2]1[CH:3]=[N:4][CH:5]=[C:6]([CH:19]=1)[C:7]([N:9]=[S@@:10]([CH3:18])(=[O:17])[C:11]1[CH:16]=[CH:15][CH:14]=[CH:13][CH:12]=1)=[O:8].[C:20]([C:22]1[CH:27]=[CH:26][CH:25]=[CH:24][C:23]=1[NH:28][C:29]([C:31]1[O:32][CH:33]=[CH:34][C:35]=1[CH3:36])=[O:30])#[CH:21]. No catalyst specified. The product is [CH3:36][C:35]1[CH:34]=[CH:33][O:32][C:31]=1[C:29]([NH:28][C:23]1[CH:24]=[CH:25][CH:26]=[CH:27][C:22]=1[C:20]#[C:21][C:2]1[CH:3]=[N:4][CH:5]=[C:6]([CH:19]=1)[C:7]([N:9]=[S@@:10]([CH3:18])(=[O:17])[C:11]1[CH:16]=[CH:15][CH:14]=[CH:13][CH:12]=1)=[O:8])=[O:30]. The yield is 0.430. (8) The reactants are [CH3:1][O:2][C:3]1[CH:35]=[CH:34][C:6]([CH2:7][NH:8][C:9]([C:11]2[CH:12]=[C:13]3[C:18](=[CH:19][CH:20]=2)[N:17]([CH3:21])[C:16](=[O:22])[N:15]([CH2:23][C:24]2[CH:29]=[CH:28][C:27]([N+:30]([O-])=O)=[CH:26][CH:25]=2)[C:14]3=[O:33])=[O:10])=[CH:5][CH:4]=1. The catalyst is ClCCl.CO.[Pd]. The product is [CH3:1][O:2][C:3]1[CH:4]=[CH:5][C:6]([CH2:7][NH:8][C:9]([C:11]2[CH:12]=[C:13]3[C:18](=[CH:19][CH:20]=2)[N:17]([CH3:21])[C:16](=[O:22])[N:15]([CH2:23][C:24]2[CH:25]=[CH:26][C:27]([NH2:30])=[CH:28][CH:29]=2)[C:14]3=[O:33])=[O:10])=[CH:34][CH:35]=1. The yield is 0.858. (9) The reactants are [O:1]([C:8]1[CH:9]=[C:10]([NH:14][CH2:15][C:16]2[CH:21]=[CH:20][CH:19]=[C:18]([O:22][C:23]([F:28])([F:27])[CH:24]([F:26])[F:25])[CH:17]=2)[CH:11]=[CH:12][CH:13]=1)[C:2]1[CH:7]=[CH:6][CH:5]=[CH:4][CH:3]=1.[F:29][C:30]([F:36])([F:35])S([O-])(=[O:49])=[O:49].[Yb+3].[F:29][C:30]([F:36])([F:35])S([O-])(=O)=O.[F:29][C:30]([F:36])([F:35])S([O-])(=O)=[O:49].[C:54](#N)[CH3:55]. The catalyst is O.C(OCC)(=O)C. The product is [O:1]([C:8]1[CH:9]=[C:10]([N:14]([CH2:15][C:16]2[CH:21]=[CH:20][CH:19]=[C:18]([O:22][C:23]([F:27])([F:28])[CH:24]([F:25])[F:26])[CH:17]=2)[CH2:55][C@@H:54]([OH:49])[C:30]([F:36])([F:35])[F:29])[CH:11]=[CH:12][CH:13]=1)[C:2]1[CH:7]=[CH:6][CH:5]=[CH:4][CH:3]=1. The yield is 0.630.